Dataset: Forward reaction prediction with 1.9M reactions from USPTO patents (1976-2016). Task: Predict the product of the given reaction. Given the reactants CN(C)C1C=CC=CC=1.[CH3:10][S:11][C:12]1[N:17]=[C:16](O)[N:15]2[N:19]=[CH:20][CH:21]=[C:14]2[N:13]=1.P(Cl)(Cl)([Cl:24])=O, predict the reaction product. The product is: [Cl:24][C:16]1[N:15]2[N:19]=[CH:20][CH:21]=[C:14]2[N:13]=[C:12]([S:11][CH3:10])[N:17]=1.